This data is from Reaction yield outcomes from USPTO patents with 853,638 reactions. The task is: Predict the reaction yield, written as a fraction of the theoretical maximum amount of product (1.0 means a 100% yield; for example, 0.34 means a 34% yield). (1) The reactants are [Cl-].O[NH3+:3].[C:4](=[O:7])([O-])[OH:5].[Na+].CS(C)=O.[OH:13][C:14]([CH3:54])([CH3:53])[CH:15]([CH3:52])[O:16][C@H:17]1[CH2:22][CH2:21][C@H:20]([N:23]2[C:28](=[O:29])[C:27]([CH2:30][C:31]3[CH:36]=[CH:35][C:34]([C:37]4[C:38]([C:43]#[N:44])=[CH:39][CH:40]=[CH:41][CH:42]=4)=[CH:33][CH:32]=3)=[C:26]([CH2:45][CH2:46][CH3:47])[N:25]3[N:48]=[C:49]([CH3:51])[N:50]=[C:24]23)[CH2:19][CH2:18]1. The catalyst is O.C(OCC)(=O)C. The product is [OH:13][C:14]([CH3:53])([CH3:54])[CH:15]([CH3:52])[O:16][C@H:17]1[CH2:22][CH2:21][C@H:20]([N:23]2[C:28](=[O:29])[C:27]([CH2:30][C:31]3[CH:36]=[CH:35][C:34]([C:37]4[CH:42]=[CH:41][CH:40]=[CH:39][C:38]=4[C:43]4[NH:3][C:4](=[O:7])[O:5][N:44]=4)=[CH:33][CH:32]=3)=[C:26]([CH2:45][CH2:46][CH3:47])[N:25]3[N:48]=[C:49]([CH3:51])[N:50]=[C:24]23)[CH2:19][CH2:18]1. The yield is 0.500. (2) The reactants are [CH2:1]([O:3][C:4](=[O:24])[CH2:5][O:6][C:7]1[CH:12]=[CH:11][C:10]([O:13]CC2C=CC=CC=2)=[CH:9][C:8]=1[CH2:21][CH2:22][CH3:23])[CH3:2].[H][H]. The catalyst is C1COCC1.[Pd]. The product is [CH2:1]([O:3][C:4](=[O:24])[CH2:5][O:6][C:7]1[CH:12]=[CH:11][C:10]([OH:13])=[CH:9][C:8]=1[CH2:21][CH2:22][CH3:23])[CH3:2]. The yield is 0.570. (3) The reactants are F[C:2]1[C:7]([F:8])=[CH:6][CH:5]=[CH:4][C:3]=1[N+:9]([O-:11])=[O:10].[CH2:12]([CH2:14][NH2:15])[OH:13]. The catalyst is C(O)C. The product is [F:8][C:7]1[CH:6]=[CH:5][CH:4]=[C:3]([N+:9]([O-:11])=[O:10])[C:2]=1[NH:15][CH2:14][CH2:12][OH:13]. The yield is 0.970. (4) The reactants are [Cl:1][C:2]1[CH:3]=[C:4]([CH2:9]O)[CH:5]=[N:6][C:7]=1[Cl:8].C(Br)(Br)(Br)[Br:12].C1(P(C2C=CC=CC=2)CCCP(C2C=CC=CC=2)C2C=CC=CC=2)C=CC=CC=1. The catalyst is ClCCl. The product is [Cl:1][C:2]1[CH:3]=[C:4]([CH2:9][Br:12])[CH:5]=[N:6][C:7]=1[Cl:8]. The yield is 1.30. (5) The reactants are C(N(CC)CC)C.[N+](C1C=CC(OC(=O)[O:19][C:20]2[CH:25]=CC([N+]([O-])=O)=CC=2)=CC=1)([O-])=O.[NH:30]1[CH2:35][CH2:34][NH:33][CH2:32][CH2:31]1.CN(CCSC)[C:38](=[O:81])[O:39][C@H:40](/[CH:42]=[CH:43]\[C:44]([NH:46][C@@H:47]1[CH2:52][C@H:51]([CH3:53])[C@H:50]([CH2:54]/[CH:55]=[C:56](\[CH3:79])/[CH:57]=[CH:58]/[C@H:59]2[O:66][C@H:65]([CH2:67][C:68]([NH2:70])=[O:69])[CH2:64][C@:61]3([O:63][CH2:62]3)[C@@H:60]2O[Si](C(C)(C)C)(C)C)[O:49][C@@H:48]1[CH3:80])=[O:45])[CH3:41]. No catalyst specified. The product is [C:20]([OH:39])(=[O:19])[CH3:25].[N:30]1([C:38]([O:39][C@H:40](/[CH:42]=[CH:43]\[C:44]([NH:46][C@@H:47]2[CH2:52][C@H:51]([CH3:53])[C@H:50]([CH2:54]/[CH:55]=[C:56](\[CH3:79])/[CH:57]=[CH:58]/[C@H:59]3[O:66][C@H:65]([CH2:67][C:68]([NH2:70])=[O:69])[CH2:64][C@:61]4([O:63][CH2:62]4)[CH2:60]3)[O:49][C@@H:48]2[CH3:80])=[O:45])[CH3:41])=[O:81])[CH2:35][CH2:34][NH:33][CH2:32][CH2:31]1. The yield is 0.270. (6) The reactants are C(O[BH-](OC(=O)C)OC(=O)C)(=O)C.[Na+].[NH2:15][C:16]([CH3:46])([CH3:45])[CH2:17][O:18][C:19]1[CH:24]=[CH:23][C:22]([NH:25][C:26](=[O:37])[C:27]2[CH:32]=[CH:31][CH:30]=[C:29]([C:33]([F:36])([F:35])[F:34])[CH:28]=2)=[CH:21][C:20]=1[C:38]1[N:39]([CH3:44])[N:40]=[CH:41][C:42]=1[Cl:43].[CH:47](=O)[CH2:48][CH2:49][CH3:50].C(Cl)(=O)C. The catalyst is C1COCC1.CO. The product is [CH2:47]([NH:15][C:16]([CH3:46])([CH3:45])[CH2:17][O:18][C:19]1[CH:24]=[CH:23][C:22]([NH:25][C:26](=[O:37])[C:27]2[CH:32]=[CH:31][CH:30]=[C:29]([C:33]([F:36])([F:34])[F:35])[CH:28]=2)=[CH:21][C:20]=1[C:38]1[N:39]([CH3:44])[N:40]=[CH:41][C:42]=1[Cl:43])[CH2:48][CH2:49][CH3:50]. The yield is 0.370. (7) The reactants are [C:1]([O:5][C:6]([N:8]1[CH2:12][CH2:11][CH:10]([C:13](=O)[CH2:14][C:15]([O:17]CC)=O)[CH2:9]1)=[O:7])([CH3:4])([CH3:3])[CH3:2].[NH2:21][C:22]([NH2:24])=[O:23].[O-]CC.[Na+]. No catalyst specified. The product is [C:1]([O:5][C:6]([N:8]1[CH2:12][CH2:11][CH:10]([C:13]2[CH:14]=[C:15]([OH:17])[N:24]=[C:22]([OH:23])[N:21]=2)[CH2:9]1)=[O:7])([CH3:2])([CH3:3])[CH3:4]. The yield is 0.450. (8) The reactants are Cl[C:2]1[CH:11]=[C:10]([N+:12]([O-:14])=[O:13])[CH:9]=[CH:8][C:3]=1[C:4]([O:6][CH3:7])=[O:5].[Cl:15][C:16]1[CH:17]=[C:18](B(O)O)[CH:19]=[CH:20][CH:21]=1.C(=O)([O-])[O-].[Na+].[Na+].O1CCOCC1. The catalyst is C1(C)C=CC=CC=1.C(OCC)(=O)C.C1CCC(P(C2CCCCC2)C2CCCCC2)CC1.C1CCC(P(C2CCCCC2)C2CCCCC2)CC1.Cl[Pd]Cl.C(O)C. The product is [Cl:15][C:16]1[CH:21]=[C:20]([C:2]2[C:3]([C:4]([O:6][CH3:7])=[O:5])=[CH:8][CH:9]=[C:10]([N+:12]([O-:14])=[O:13])[CH:11]=2)[CH:19]=[CH:18][CH:17]=1. The yield is 0.990. (9) The reactants are CN(C(ON1N=NC2C=CC=NC1=2)=[N+](C)C)C.F[P-](F)(F)(F)(F)F.Cl.[O:26]=[C:27]1[N:36]([CH:37]([CH3:41])[C:38]([OH:40])=O)[CH:35]=[CH:34][C:33]2[N:32]=[CH:31][CH:30]=[CH:29][C:28]1=2.[F:42][C:43]1[C:44]([NH:55][NH2:56])=[N:45][CH:46]=[C:47]([C:49]2[CH:50]=[N:51][N:52]([CH3:54])[CH:53]=2)[CH:48]=1.CCN(C(C)C)C(C)C. The catalyst is C(#N)C. The product is [F:42][C:43]1[C:44]([NH:55][NH:56][C:38](=[O:40])[CH:37]([N:36]2[CH:35]=[CH:34][C:33]3[N:32]=[CH:31][CH:30]=[CH:29][C:28]=3[C:27]2=[O:26])[CH3:41])=[N:45][CH:46]=[C:47]([C:49]2[CH:50]=[N:51][N:52]([CH3:54])[CH:53]=2)[CH:48]=1. The yield is 0.670. (10) The yield is 0.930. The catalyst is CN(C=O)C.O. The reactants are [H-].[Na+].[CH2:3]([O:10][C:11]([N:13]([CH2:15][C:16]1[C:24]2[C:19](=[CH:20][CH:21]=[CH:22][CH:23]=2)[NH:18][CH:17]=1)[CH3:14])=[O:12])[C:4]1[CH:9]=[CH:8][CH:7]=[CH:6][CH:5]=1.[CH2:25](Br)[C:26]1[CH:31]=[CH:30][CH:29]=[CH:28][CH:27]=1. The product is [CH2:3]([O:10][C:11]([N:13]([CH2:15][C:16]1[C:24]2[C:19](=[CH:20][CH:21]=[CH:22][CH:23]=2)[N:18]([CH2:25][C:26]2[CH:31]=[CH:30][CH:29]=[CH:28][CH:27]=2)[CH:17]=1)[CH3:14])=[O:12])[C:4]1[CH:9]=[CH:8][CH:7]=[CH:6][CH:5]=1.